This data is from Catalyst prediction with 721,799 reactions and 888 catalyst types from USPTO. The task is: Predict which catalyst facilitates the given reaction. (1) Reactant: [N+:1]([C:4]1[CH:5]=[C:6]([N:14]2[CH2:19][CH2:18][NH:17][CH2:16][CH2:15]2)[CH:7]=[C:8]([C:10]([F:13])([F:12])[F:11])[CH:9]=1)([O-:3])=[O:2].CC1C=CC(S(O[CH2:31][CH2:32][F:33])(=O)=O)=CC=1.CCOC(C)=O. Product: [F:33][CH2:32][CH2:31][N:17]1[CH2:18][CH2:19][N:14]([C:6]2[CH:7]=[C:8]([C:10]([F:11])([F:12])[F:13])[CH:9]=[C:4]([N+:1]([O-:3])=[O:2])[CH:5]=2)[CH2:15][CH2:16]1. The catalyst class is: 630. (2) Reactant: [CH:1]([Mg]Cl)([CH3:3])[CH3:2].O1CCCC1.[Br:11][C:12]1[CH:13]=[C:14]([CH:17]=[CH:18][CH:19]=1)[CH:15]=[O:16].Cl. Product: [Br:11][C:12]1[CH:13]=[C:14]([CH:15]([OH:16])[CH:1]([CH3:3])[CH3:2])[CH:17]=[CH:18][CH:19]=1. The catalyst class is: 7. (3) Reactant: [CH:1]([C:3]1[CH:4]=[C:5]([CH:10]=[CH:11][C:12]=1[NH2:13])[C:6]([O:8][CH3:9])=[O:7])=O.[NH2:14][C:15](N)=[O:16]. Product: [OH:16][C:15]1[N:14]=[CH:1][C:3]2[C:12](=[CH:11][CH:10]=[C:5]([C:6]([O:8][CH3:9])=[O:7])[CH:4]=2)[N:13]=1. The catalyst class is: 6.